From a dataset of Catalyst prediction with 721,799 reactions and 888 catalyst types from USPTO. Predict which catalyst facilitates the given reaction. (1) Reactant: [Br:1][C:2]1[C:3]([OH:12])=[N:4][C:5]([CH3:11])=[C:6]([N+:8]([O-:10])=[O:9])[CH:7]=1.[F:13][C:14]([F:28])([F:27])[CH:15]([C:17]1[CH:22]=[CH:21][C:20]([C:23]([F:26])([F:25])[F:24])=[CH:19][CH:18]=1)O.C1(P(C2C=CC=CC=2)C2C=CC=CC=2)C=CC=CC=1.[N+](C(OC(C)C)=O)(C(OC(C)C)=O)=[N-]. Product: [Br:1][C:2]1[CH:7]=[C:6]([N+:8]([O-:10])=[O:9])[C:5]([CH3:11])=[N:4][C:3]=1[O:12][CH:15]([C:17]1[CH:18]=[CH:19][C:20]([C:23]([F:24])([F:25])[F:26])=[CH:21][CH:22]=1)[C:14]([F:28])([F:27])[F:13]. The catalyst class is: 1. (2) Product: [CH2:4]=[C:3]1[CH2:2][CH2:1][N:9]([C:12]([O:14][CH2:15][C:16]2[CH:21]=[CH:20][CH:19]=[CH:18][CH:17]=2)=[O:13])[CH2:8]1. Reactant: [CH2:1]([Li])[CH2:2][CH2:3][CH3:4].O=C1CC[N:9]([C:12]([O:14][CH2:15][C:16]2[CH:21]=[CH:20][CH:19]=[CH:18][CH:17]=2)=[O:13])[CH2:8]1.[Cl-].[NH4+]. The catalyst class is: 597. (3) Reactant: [C:1]([C:4]1[CH:5]=[C:6]([NH:11][C:12]([NH2:14])=[S:13])[C:7]([CH3:10])=[CH:8][CH:9]=1)([OH:3])=[O:2].I[CH3:16]. Product: [C:1]([C:4]1[CH:5]=[C:6]([NH:11][C:12](=[NH:14])[S:13][CH3:16])[C:7]([CH3:10])=[CH:8][CH:9]=1)([OH:3])=[O:2]. The catalyst class is: 8. (4) Reactant: [CH3:1][O:2][C:3](=[O:12])[C:4]1[CH:9]=[CH:8][C:7]([CH:10]=[O:11])=[CH:6][CH:5]=1.C1(C)C(S([CH2:22][N+:23]#[C-:24])(=O)=O)=CC=CC=1.C(=O)([O-])[O-].[Na+].[Na+]. Product: [CH3:1][O:2][C:3](=[O:12])[C:4]1[CH:9]=[CH:8][C:7]([C:10]2[O:11][CH:24]=[N:23][CH:22]=2)=[CH:6][CH:5]=1. The catalyst class is: 5. (5) Reactant: [N+:1]([C:4]1[S:8][C:7]([C:9](=[O:11])[CH3:10])=[CH:6][CH:5]=1)([O-])=O. Product: [NH2:1][C:4]1[S:8][C:7]([C:9](=[O:11])[CH3:10])=[CH:6][CH:5]=1. The catalyst class is: 180. (6) Reactant: [F:1][C:2]1[CH:3]=[C:4]([CH:8]=[CH:9][C:10]=1[O:11][C:12]1[CH:17]=[C:16]([C:18]2[NH:19][C:20]([C:23]3[S:24][CH:25]=[CH:26][N:27]=3)=[CH:21][CH:22]=2)[CH:15]=[C:14]([O:28][C@@H:29]([CH3:33])[CH2:30][O:31][CH3:32])[CH:13]=1)[C:5]([OH:7])=O.[NH:34]1[CH2:39][CH2:38][O:37][CH2:36][CH2:35]1.CN(C(ON1N=NC2C=CC=NC1=2)=[N+](C)C)C.F[P-](F)(F)(F)(F)F.C(N(CC)C(C)C)(C)C. Product: [F:1][C:2]1[CH:3]=[C:4]([CH:8]=[CH:9][C:10]=1[O:11][C:12]1[CH:17]=[C:16]([C:18]2[NH:19][C:20]([C:23]3[S:24][CH:25]=[CH:26][N:27]=3)=[CH:21][CH:22]=2)[CH:15]=[C:14]([O:28][C@@H:29]([CH3:33])[CH2:30][O:31][CH3:32])[CH:13]=1)[C:5]([N:34]1[CH2:39][CH2:38][O:37][CH2:36][CH2:35]1)=[O:7]. The catalyst class is: 334. (7) Reactant: [N+:1]([C:4]1[CH:12]=[CH:11][CH:10]=[CH:9][C:5]=1[C:6](Cl)=[O:7])([O-:3])=[O:2].[NH2:13][C:14]1[O:15][C:16]2[CH:22]=[CH:21][C:20]([Cl:23])=[CH:19][C:17]=2[N:18]=1. Product: [Cl:23][C:20]1[CH:21]=[CH:22][C:16]2[O:15][C:14]([NH:13][C:6](=[O:7])[C:5]3[CH:9]=[CH:10][CH:11]=[CH:12][C:4]=3[N+:1]([O-:3])=[O:2])=[N:18][C:17]=2[CH:19]=1. The catalyst class is: 48. (8) Reactant: C([O:3][C:4](=[O:26])[CH2:5][O:6][C:7]1[CH:12]=[CH:11][C:10]([OH:13])=[CH:9][C:8]=1[C:14](=[O:25])[NH:15][CH2:16][C:17]1[CH:22]=[CH:21][C:20]([Br:23])=[CH:19][C:18]=1[F:24])C.[OH-].[K+]. Product: [OH:13][C:10]1[CH:11]=[CH:12][C:7]([O:6][CH2:5][C:4]([OH:26])=[O:3])=[C:8]([C:14](=[O:25])[NH:15][CH2:16][C:17]2[CH:22]=[CH:21][C:20]([Br:23])=[CH:19][C:18]=2[F:24])[CH:9]=1. The catalyst class is: 162. (9) Reactant: Br[C:2]1[CH:10]=[C:9]([O:11][CH3:12])[CH:8]=[C:7]2[C:3]=1[CH:4]=[CH:5][NH:6]2.C([O-])(=O)C.[K+].B1(B2OC(C)(C)C(C)(C)O2)OC(C)(C)C(C)(C)O1.Cl[C:37]1[N:42]=[C:41]([N:43]2[CH2:48][CH2:47][O:46][CH2:45][CH2:44]2)[CH:40]=[C:39]([C:49]2([S:52]([CH3:55])(=[O:54])=[O:53])[CH2:51][CH2:50]2)[N:38]=1.C(=O)([O-])[O-].[Na+].[Na+]. Product: [CH3:12][O:11][C:9]1[CH:8]=[C:7]2[C:3]([CH:4]=[CH:5][NH:6]2)=[C:2]([C:37]2[N:38]=[C:39]([C:49]3([S:52]([CH3:55])(=[O:53])=[O:54])[CH2:50][CH2:51]3)[CH:40]=[C:41]([N:43]3[CH2:48][CH2:47][O:46][CH2:45][CH2:44]3)[N:42]=2)[CH:10]=1. The catalyst class is: 75. (10) Reactant: [CH3:1][C:2]1[CH:6]=[C:5]([NH2:7])[N:4]([C:8]2[CH:13]=[CH:12][CH:11]=[CH:10][N:9]=2)[N:3]=1.[C:14](OCC)(=[O:19])[CH2:15][C:16]([CH3:18])=O.C(OCC)(=O)C. Product: [CH3:1][C:2]1[C:6]2[C:5](=[N:7][C:14]([OH:19])=[CH:15][C:16]=2[CH3:18])[N:4]([C:8]2[CH:13]=[CH:12][CH:11]=[CH:10][N:9]=2)[N:3]=1. The catalyst class is: 15.